From a dataset of Reaction yield outcomes from USPTO patents with 853,638 reactions. Predict the reaction yield, written as a fraction of the theoretical maximum amount of product (1.0 means a 100% yield; for example, 0.34 means a 34% yield). The reactants are Cl.[N:2]1[C:11]2[C:6](=[CH:7][C:8]([NH:12][NH2:13])=[CH:9][CH:10]=2)[CH:5]=[CH:4][CH:3]=1.[CH3:14][C:15]([CH3:22])([CH3:21])[C:16](=O)[CH2:17][C:18]#[N:19]. The catalyst is CCO.Cl. The product is [C:15]([C:16]1[CH:17]=[C:18]([NH2:19])[N:12]([C:8]2[CH:7]=[C:6]3[C:11](=[CH:10][CH:9]=2)[N:2]=[CH:3][CH:4]=[CH:5]3)[N:13]=1)([CH3:22])([CH3:21])[CH3:14]. The yield is 0.510.